From a dataset of Full USPTO retrosynthesis dataset with 1.9M reactions from patents (1976-2016). Predict the reactants needed to synthesize the given product. (1) The reactants are: [OH-].[Na+].CS(C)=O.C[O:8][C:9](=[O:22])[CH:10]([S:19][CH2:20][CH3:21])[CH2:11][C:12]1[CH:17]=[CH:16][C:15]([OH:18])=[CH:14][CH:13]=1.[C:23]([O:27][C:28]([NH:30][C:31]1[CH:36]=[CH:35][C:34]([CH2:37][CH2:38]OS(C2C=CC(C)=CC=2)(=O)=O)=[CH:33][CH:32]=1)=[O:29])([CH3:26])([CH3:25])[CH3:24]. Given the product [C:23]([O:27][C:28]([NH:30][C:31]1[CH:36]=[CH:35][C:34]([CH2:37][CH2:38][O:18][C:15]2[CH:16]=[CH:17][C:12]([CH2:11][CH:10]([S:19][CH2:20][CH3:21])[C:9]([OH:8])=[O:22])=[CH:13][CH:14]=2)=[CH:33][CH:32]=1)=[O:29])([CH3:26])([CH3:25])[CH3:24], predict the reactants needed to synthesize it. (2) The reactants are: [C:1]([O:5][C:6]([N:8]1[CH2:15][CH:14]2[NH:16][CH:10]([CH2:11][NH:12][CH2:13]2)[CH2:9]1)=[O:7])([CH3:4])([CH3:3])[CH3:2].[Cl:17][CH2:18][C:19](Cl)=[O:20]. Given the product [C:1]([O:5][C:6]([N:8]1[CH2:9][CH:10]2[NH:16][CH:14]([CH2:13][N:12]([C:19](=[O:20])[CH2:18][Cl:17])[CH2:11]2)[CH2:15]1)=[O:7])([CH3:4])([CH3:2])[CH3:3], predict the reactants needed to synthesize it. (3) Given the product [Br:1][C:2]1[N:3]=[C:4]([OH:21])[C:5]([NH:8][S:9]([C:12]2[CH:13]=[C:14]([CH:18]=[CH:19][CH:20]=2)[C:15]([N:36]([CH2:31][CH3:32])[CH2:35][CH3:34])=[O:17])(=[O:10])=[O:11])=[N:6][CH:7]=1, predict the reactants needed to synthesize it. The reactants are: [Br:1][C:2]1[N:3]=[C:4]([OH:21])[C:5]([NH:8][S:9]([C:12]2[CH:13]=[C:14]([CH:18]=[CH:19][CH:20]=2)[C:15]([OH:17])=O)(=[O:11])=[O:10])=[N:6][CH:7]=1.CN(C(ON1N=N[C:32]2C=[CH:34][CH:35]=[N:36][C:31]1=2)=[N+](C)C)C.F[P-](F)(F)(F)(F)F.CCN(C(C)C)C(C)C.C(NCC)C. (4) Given the product [CH3:18][N:17]([C:19]1[C:24]2[CH2:25][C@@H:26]3[C:36]([C:37](=[O:38])[C:23]=2[C:22]([OH:48])=[CH:21][CH:20]=1)=[C:35]([OH:39])[C@@:34]1([OH:40])[C@H:28]([C@H:29]([N:45]([CH3:47])[CH3:46])[C:30]([OH:44])=[C:31]([C:41]([NH2:43])=[O:42])[C:32]1=[O:33])[CH2:27]3)[CH3:16].[CH3:49][C:50]1[C:55]2[O:56][C@:57]3([CH3:106])[O:60][CH:61]=[CH:62][C@H:63]([O:104][CH3:105])[C@@H:64]([CH3:103])[C@@H:65]([O:99][C:100]([CH3:102])=[O:101])[C@H:66]([CH3:98])[C@H:67]([OH:97])[C@H:68]([CH3:96])[C@@H:69]([OH:95])[C@@H:70]([CH3:94])[CH:71]=[CH:72][CH:73]=[C:74]([CH3:93])[C:75]([NH:77][C:78]4[C:81](/[CH:84]=[N:85]/[N:86]5[CH2:91][CH2:90][N:89]([CH3:92])[CH2:88][CH2:87]5)=[C:82]([OH:83])[C:53]([C:54]=2[C:58]3=[O:59])=[C:52]([C:79]=4[OH:80])[C:51]=1[OH:107])=[O:76], predict the reactants needed to synthesize it. The reactants are: C(O[N+]([O-])=O)C(O[N+]([O-])=O)CO[N+]([O-])=O.[CH3:16][N:17]([C:19]1[C:24]2[CH2:25][C@@H:26]3[C:36]([C:37](=[O:38])[C:23]=2[C:22]([OH:48])=[CH:21][CH:20]=1)=[C:35]([OH:39])[C@@:34]1([OH:40])[C@H:28]([C@H:29]([N:45]([CH3:47])[CH3:46])[C:30]([OH:44])=[C:31]([C:41]([NH2:43])=[O:42])[C:32]1=[O:33])[CH2:27]3)[CH3:18].[CH3:49][C:50]1[C:55]2[O:56][C@:57]3([CH3:106])[O:60][CH:61]=[CH:62][C@H:63]([O:104][CH3:105])[C@@H:64]([CH3:103])[C@@H:65]([O:99][C:100]([CH3:102])=[O:101])[C@H:66]([CH3:98])[C@H:67]([OH:97])[C@H:68]([CH3:96])[C@@H:69]([OH:95])[C@@H:70]([CH3:94])[CH:71]=[CH:72][CH:73]=[C:74]([CH3:93])[C:75]([NH:77][C:78]4[C:81](/[CH:84]=[N:85]/[N:86]5[CH2:91][CH2:90][N:89]([CH3:92])[CH2:88][CH2:87]5)=[C:82]([OH:83])[C:53]([C:54]=2[C:58]3=[O:59])=[C:52]([C:79]=4[OH:80])[C:51]=1[OH:107])=[O:76]. (5) Given the product [CH2:1]([O:21][CH:23]([CH3:24])[C:22]([O:26][C:31]([CH3:37])([CH3:36])[CH3:32])=[O:25])[CH2:2][CH2:3][CH2:4]/[CH:5]=[CH:6]\[CH2:7]/[CH:8]=[CH:9]\[CH2:10]/[CH:11]=[CH:12]\[CH2:13]/[CH:14]=[CH:15]\[CH2:16]/[CH:17]=[CH:18]\[CH2:19][CH3:20], predict the reactants needed to synthesize it. The reactants are: [CH2:1]([OH:21])[CH2:2][CH2:3][CH2:4]/[CH:5]=[CH:6]\[CH2:7]/[CH:8]=[CH:9]\[CH2:10]/[CH:11]=[CH:12]\[CH2:13]/[CH:14]=[CH:15]\[CH2:16]/[CH:17]=[CH:18]\[CH2:19][CH3:20].[C:22]([O:26]Br)(=[O:25])[CH2:23][CH3:24].[OH-].[Na+].O.[C:31]1([CH3:37])[CH:36]=CC=C[CH:32]=1.